From a dataset of Catalyst prediction with 721,799 reactions and 888 catalyst types from USPTO. Predict which catalyst facilitates the given reaction. (1) Reactant: [C:1](=O)([O-])[O-].[Cs+].[Cs+].CI.[NH2:9][C:10]1[CH:15]=[CH:14][C:13]([C:16]([C:18]2[N:22]3[CH:23]=[CH:24][CH:25]=[C:26]([OH:27])[C:21]3=[CH:20][N:19]=2)=[O:17])=[CH:12][C:11]=1[O:28][CH3:29].C(=O)([O-])O.[Na+]. Product: [NH2:9][C:10]1[CH:15]=[CH:14][C:13]([C:16]([C:18]2[N:22]3[CH:23]=[CH:24][CH:25]=[C:26]([O:27][CH3:1])[C:21]3=[CH:20][N:19]=2)=[O:17])=[CH:12][C:11]=1[O:28][CH3:29]. The catalyst class is: 3. (2) Reactant: [CH2:1]([O:3][C:4]([N:6]1[C:15]2[C:10](=[N:11][C:12]([O:16][CH3:17])=[CH:13][CH:14]=2)[C@@H:9]([NH:18][C:19]2[N:24]=[C:23]([CH2:25][C:26]3[CH:31]=[C:30]([C:32]([F:35])([F:34])[F:33])[CH:29]=[C:28]([C:36]([F:39])([F:38])[F:37])[CH:27]=3)[C:22]([C:40](O)=[O:41])=[CH:21][N:20]=2)[CH2:8][C@H:7]1[CH2:43][CH3:44])=[O:5])[CH3:2].[NH:45]1[CH2:50][CH2:49][O:48][CH2:47][CH2:46]1.ON1C2C=CC=CC=2N=N1.Cl.CN(C)CCCN=C=NCC.C(=O)([O-])O.[Na+]. Product: [CH2:1]([O:3][C:4]([N:6]1[C:15]2[C:10](=[N:11][C:12]([O:16][CH3:17])=[CH:13][CH:14]=2)[C@@H:9]([NH:18][C:19]2[N:24]=[C:23]([CH2:25][C:26]3[CH:27]=[C:28]([C:36]([F:37])([F:39])[F:38])[CH:29]=[C:30]([C:32]([F:33])([F:34])[F:35])[CH:31]=3)[C:22]([C:40]([N:45]3[CH2:50][CH2:49][O:48][CH2:47][CH2:46]3)=[O:41])=[CH:21][N:20]=2)[CH2:8][C@H:7]1[CH2:43][CH3:44])=[O:5])[CH3:2]. The catalyst class is: 289.